From a dataset of Forward reaction prediction with 1.9M reactions from USPTO patents (1976-2016). Predict the product of the given reaction. (1) The product is: [NH:60]1[CH2:59][CH:58]([NH:57][C:20]([C@@H:17]2[CH2:18][CH2:19][C@H:14]([N:13]3[C:12]4[CH:23]=[C:24]([CH2:27][N:28]5[CH2:29][CH2:30][CH:31]([C:34]([OH:37])([CH3:36])[CH3:35])[CH2:32][CH2:33]5)[CH:25]=[CH:26][C:11]=4[NH:10]/[C:9]/3=[N:8]\[C:6](=[O:7])[C:5]3[CH:4]=[CH:3][C:2]([F:1])=[CH:39][CH:38]=3)[CH2:15][CH2:16]2)=[O:22])[CH2:61]1. Given the reactants [F:1][C:2]1[CH:39]=[CH:38][C:5]([C:6](/[N:8]=[C:9]2\[NH:10][C:11]3[CH:26]=[CH:25][C:24]([CH2:27][N:28]4[CH2:33][CH2:32][CH:31]([C:34]([OH:37])([CH3:36])[CH3:35])[CH2:30][CH2:29]4)=[CH:23][C:12]=3[N:13]\2[C@@H:14]2[CH2:19][CH2:18][C@H:17]([C:20]([OH:22])=O)[CH2:16][CH2:15]2)=[O:7])=[CH:4][CH:3]=1.[C@H]12C[C@H](NC1)CN2C([C@@H]1CC[C@H](N2C3C=[C:61](OCCN4CCC(C(O)(C)C)CC4)[N:60]=[CH:59][C:58]=3[NH:57]/C/2=N\C(=O)C2C=CC=C(F)C=2)CC1)=O, predict the reaction product. (2) Given the reactants I[CH2:2][CH3:3].[OH:4][C@H:5]1[CH2:9][CH2:8][N:7]([C:10]([C:12]2[S:20][C:19]3[C:14](=[N:15][CH:16]=[CH:17][C:18]=3[Cl:21])[CH:13]=2)=[O:11])[CH2:6]1, predict the reaction product. The product is: [Cl:21][C:18]1[CH:17]=[CH:16][N:15]=[C:14]2[CH:13]=[C:12]([C:10]([N:7]3[CH2:8][CH2:9][C@H:5]([O:4][CH2:2][CH3:3])[CH2:6]3)=[O:11])[S:20][C:19]=12. (3) Given the reactants Br[C:2]1[CH:7]=[CH:6][C:5]([F:8])=[CH:4][C:3]=1[CH3:9].C([Li])CCC.[O:15]1[C:19]2[CH:20]=[CH:21][CH:22]=[CH:23][C:18]=2[CH:17]=[C:16]1[CH:24]=[N:25][S:26]([C:29]1[CH:39]=[CH:38][C:32]2[O:33][CH2:34][CH2:35][CH2:36][O:37][C:31]=2[CH:30]=1)(=[O:28])=[O:27], predict the reaction product. The product is: [O:15]1[C:19]2[CH:20]=[CH:21][CH:22]=[CH:23][C:18]=2[CH:17]=[C:16]1[CH:24]([C:2]1[CH:7]=[CH:6][C:5]([F:8])=[CH:4][C:3]=1[CH3:9])[NH:25][S:26]([C:29]1[CH:39]=[CH:38][C:32]2[O:33][CH2:34][CH2:35][CH2:36][O:37][C:31]=2[CH:30]=1)(=[O:27])=[O:28]. (4) Given the reactants [F:1][C:2]([F:10])([F:9])[C:3]1[O:7][N:6]=[C:5]([NH2:8])[CH:4]=1.Cl[C:12]([O:14][C:15]1[CH:20]=[CH:19][CH:18]=[CH:17][CH:16]=1)=[O:13].N1C=CC=CC=1, predict the reaction product. The product is: [F:1][C:2]([F:10])([F:9])[C:3]1[O:7][N:6]=[C:5]([NH:8][C:12](=[O:13])[O:14][C:15]2[CH:20]=[CH:19][CH:18]=[CH:17][CH:16]=2)[CH:4]=1. (5) Given the reactants F[C:2]1[CH:7]=[CH:6][CH:5]=[CH:4][C:3]=1[S:8]([NH:11][C:12]1[CH:21]=[CH:20][C:19]2[C:14](=[CH:15][CH:16]=[CH:17][CH:18]=2)[C:13]=1[C:22]([O:24]C)=[O:23])(=[O:10])=[O:9].C(N(CC)CC)C.[CH2:33]([NH2:37])[CH2:34][CH2:35][CH3:36].[Li+].[OH-], predict the reaction product. The product is: [CH2:33]([NH:37][C:2]1[CH:7]=[CH:6][CH:5]=[CH:4][C:3]=1[S:8]([NH:11][C:12]1[CH:21]=[CH:20][C:19]2[C:14](=[CH:15][CH:16]=[CH:17][CH:18]=2)[C:13]=1[C:22]([OH:24])=[O:23])(=[O:10])=[O:9])[CH2:34][CH2:35][CH3:36]. (6) Given the reactants Cl[S:2]([C:5]1[CH:14]=[CH:13][C:12]2[NH:11][C:10](=[O:15])[C:9]3[NH:16][CH:17]=[C:18]([C:19]([OH:21])=[O:20])[C:8]=3[C:7]=2[CH:6]=1)(=[O:4])=[O:3].[CH2:22]([N:29]1[CH:34]2[CH2:35][CH2:36][CH:30]1[CH2:31][CH:32]([NH2:37])[CH2:33]2)[C:23]1[CH:28]=[CH:27][CH:26]=[CH:25][CH:24]=1.C(OS(OCC)(=O)=O)C, predict the reaction product. The product is: [CH2:22]([N:29]1[CH:30]2[CH2:36][CH2:35][CH:34]1[CH2:33][CH:32]([NH:37][S:2]([C:5]1[CH:14]=[CH:13][C:12]3[NH:11][C:10](=[O:15])[C:9]4[NH:16][CH:17]=[CH:18][C:8]=4[C:7]=3[CH:6]=1)(=[O:3])=[O:4])[CH2:31]2)[C:23]1[CH:24]=[CH:25][CH:26]=[CH:27][CH:28]=1.[CH2:18]([C:19]([O-:21])=[O:20])[CH3:17].